This data is from Reaction yield outcomes from USPTO patents with 853,638 reactions. The task is: Predict the reaction yield, written as a fraction of the theoretical maximum amount of product (1.0 means a 100% yield; for example, 0.34 means a 34% yield). (1) The reactants are Br[C:2]1[CH:7]=[CH:6][C:5]([C@@H:8]([N:10]2[CH2:15][CH2:14][C@:13]([CH2:22][C:23]([CH3:27])([CH3:26])[C:24]#[N:25])([C:16]3[CH:21]=[CH:20][CH:19]=[CH:18][CH:17]=3)[O:12][C:11]2=[O:28])[CH3:9])=[CH:4][CH:3]=1.[CH3:29][C:30]1([CH3:46])[C:34]([CH3:36])([CH3:35])[O:33][B:32]([B:32]2[O:33][C:34]([CH3:36])([CH3:35])[C:30]([CH3:46])([CH3:29])[O:31]2)[O:31]1.CC([O-])=O.[K+]. The catalyst is CS(C)=O. The product is [CH3:26][C:23]([CH3:27])([CH2:22][C@@:13]1([C:16]2[CH:21]=[CH:20][CH:19]=[CH:18][CH:17]=2)[O:12][C:11](=[O:28])[N:10]([C@H:8]([C:5]2[CH:6]=[CH:7][C:2]([B:32]3[O:33][C:34]([CH3:36])([CH3:35])[C:30]([CH3:46])([CH3:29])[O:31]3)=[CH:3][CH:4]=2)[CH3:9])[CH2:15][CH2:14]1)[C:24]#[N:25]. The yield is 0.760. (2) The reactants are [C:1]([O:5][C:6]([NH:8][C@@H:9]([CH:15]([CH3:17])[CH3:16])[C:10]([O:12][CH2:13]Cl)=[O:11])=[O:7])([CH3:4])([CH3:3])[CH3:2].[Na+].[I-:19]. The catalyst is CC(C)=O.O. The product is [C:1]([O:5][C:6]([NH:8][C@@H:9]([CH:15]([CH3:17])[CH3:16])[C:10]([O:12][CH2:13][I:19])=[O:11])=[O:7])([CH3:4])([CH3:3])[CH3:2]. The yield is 0.490. (3) The reactants are OO.S(=O)(=O)(O)[OH:4].C([C:11]1[CH:12]=[C:13]([C:29]([NH:31][CH2:32][C:33]2[CH:38]=[CH:37][C:36]([S:39]([CH:42]([CH3:44])[CH3:43])(=[O:41])=[O:40])=[CH:35][CH:34]=2)=[O:30])[C:14](=[O:28])[N:15]([C:18]2[CH:23]=[CH:22][CH:21]=[C:20]([C:24]([F:27])([F:26])[F:25])[CH:19]=2)[C:16]=1[CH3:17])(=O)C.C(=O)([O-])[O-].[Na+].[Na+]. The catalyst is C(Cl)Cl.C(OCC)(=O)C. The product is [OH:4][C:11]1[CH:12]=[C:13]([C:29]([NH:31][CH2:32][C:33]2[CH:38]=[CH:37][C:36]([S:39]([CH:42]([CH3:43])[CH3:44])(=[O:40])=[O:41])=[CH:35][CH:34]=2)=[O:30])[C:14](=[O:28])[N:15]([C:18]2[CH:23]=[CH:22][CH:21]=[C:20]([C:24]([F:26])([F:25])[F:27])[CH:19]=2)[C:16]=1[CH3:17]. The yield is 0.520.